This data is from Reaction yield outcomes from USPTO patents with 853,638 reactions. The task is: Predict the reaction yield, written as a fraction of the theoretical maximum amount of product (1.0 means a 100% yield; for example, 0.34 means a 34% yield). (1) The reactants are Br[C:2]1[CH:3]=[C:4]([C:7]([NH2:9])=[O:8])[O:5][CH:6]=1.[B:10]1([B:10]2[O:14][C:13]([CH3:16])([CH3:15])[C:12]([CH3:18])([CH3:17])[O:11]2)[O:14][C:13]([CH3:16])([CH3:15])[C:12]([CH3:18])([CH3:17])[O:11]1.CC([O-])=O.[K+]. The catalyst is O1CCOCC1. The product is [CH3:17][C:12]1([CH3:18])[C:13]([CH3:16])([CH3:15])[O:14][B:10]([C:2]2[CH:3]=[C:4]([C:7]([NH2:9])=[O:8])[O:5][CH:6]=2)[O:11]1. The yield is 0.660. (2) The product is [Br:3][C:4]1[CH:5]=[CH:6][C:7]([NH:10][CH2:11][C:12]([NH:2][CH3:1])=[O:14])=[N:8][CH:9]=1. The yield is 1.00. The catalyst is CO. The reactants are [CH3:1][NH2:2].[Br:3][C:4]1[CH:5]=[CH:6][C:7]([NH:10][CH2:11][C:12]([O:14]C)=O)=[N:8][CH:9]=1. (3) The reactants are [CH3:1][N:2]([CH3:19])[CH2:3][CH2:4][N:5]1[CH2:11][CH2:10][CH2:9][C:8]2[NH:12][C:13]([CH:16]=O)=[C:14]([CH3:15])[C:7]=2[C:6]1=[O:18].[F:20][C:21]1[CH:22]=[C:23]([C:27]2[CH:35]=[CH:34][CH:33]=[C:32]3[C:28]=2[CH2:29][C:30](=[O:36])[NH:31]3)[CH:24]=[CH:25][CH:26]=1. No catalyst specified. The product is [CH3:1][N:2]([CH3:19])[CH2:3][CH2:4][N:5]1[CH2:11][CH2:10][CH2:9][C:8]2[NH:12][C:13]([CH:16]=[C:29]3[C:28]4[C:32](=[CH:33][CH:34]=[CH:35][C:27]=4[C:23]4[CH:24]=[CH:25][CH:26]=[C:21]([F:20])[CH:22]=4)[NH:31][C:30]3=[O:36])=[C:14]([CH3:15])[C:7]=2[C:6]1=[O:18]. The yield is 0.389.